Dataset: Full USPTO retrosynthesis dataset with 1.9M reactions from patents (1976-2016). Task: Predict the reactants needed to synthesize the given product. (1) Given the product [CH:12]([O:15][C:16]1[CH:24]=[CH:23][C:22]([S:25]([CH3:28])(=[O:27])=[O:26])=[CH:21][C:17]=1[C:18]([N:8]1[C:9]2[C:4](=[CH:3][C:2]([CH3:1])=[CH:11][CH:10]=2)[CH2:5][CH2:6][CH2:7]1)=[O:19])([CH3:14])[CH3:13], predict the reactants needed to synthesize it. The reactants are: [CH3:1][C:2]1[CH:3]=[C:4]2[C:9](=[CH:10][CH:11]=1)[NH:8][CH2:7][CH2:6][CH2:5]2.[CH:12]([O:15][C:16]1[CH:24]=[CH:23][C:22]([S:25]([CH3:28])(=[O:27])=[O:26])=[CH:21][C:17]=1[C:18](O)=[O:19])([CH3:14])[CH3:13]. (2) Given the product [C:1]([O:9][CH:10]1[CH:17]2[CH:13]([C:14](=[O:18])[N:15]([C:52]3[CH:51]=[CH:50][C:47]([C:48]#[N:49])=[C:46]([Cl:45])[C:53]=3[CH3:54])[CH2:16]2)[CH2:12][CH2:11]1)(=[O:8])[C:2]1[CH:7]=[CH:6][CH:5]=[CH:4][CH:3]=1.[C:19]([O:27][CH:28]1[CH:35]2[CH:31]([N:32]([C:52]3[CH:51]=[CH:50][C:47]([C:48]#[N:49])=[C:46]([Cl:45])[C:53]=3[CH3:54])[C:33](=[O:36])[CH2:34]2)[CH2:30][CH2:29]1)(=[O:26])[C:20]1[CH:21]=[CH:22][CH:23]=[CH:24][CH:25]=1, predict the reactants needed to synthesize it. The reactants are: [C:1]([O:9][CH:10]1[CH:17]2[CH:13]([C:14](=[O:18])[NH:15][CH2:16]2)[CH2:12][CH2:11]1)(=[O:8])[C:2]1[CH:7]=[CH:6][CH:5]=[CH:4][CH:3]=1.[C:19]([O:27][CH:28]1[CH:35]2[CH:31]([NH:32][C:33](=[O:36])[CH2:34]2)[CH2:30][CH2:29]1)(=[O:26])[C:20]1[CH:25]=[CH:24][CH:23]=[CH:22][CH:21]=1.[O-]P([O-])([O-])=O.[K+].[K+].[K+].[Cl:45][C:46]1[C:53]([CH3:54])=[C:52](I)[CH:51]=[CH:50][C:47]=1[C:48]#[N:49]. (3) Given the product [C:1]([C:3](=[CH:41][C:40]1[CH:43]=[C:44]([O:45][C:46]2[CH:51]=[CH:50][CH:49]=[CH:48][CH:47]=2)[C:37]([O:36][CH2:34][CH3:35])=[CH:38][C:39]=1[N+:52]([O-:54])=[O:53])[CH:4]([CH:10]1[CH2:11][CH2:12][O:13][CH2:14][CH2:15]1)[CH2:5][CH2:6][C:7]([OH:9])=[O:8])#[N:2], predict the reactants needed to synthesize it. The reactants are: [C:1]([CH:3](P(OCC)(OCC)=O)[CH:4]([CH:10]1[CH2:15][CH2:14][O:13][CH2:12][CH2:11]1)[CH2:5][CH2:6][C:7]([OH:9])=[O:8])#[N:2].C[Si]([N-][Si](C)(C)C)(C)C.[Li+].[CH2:34]([O:36][C:37]1[C:44]([O:45][C:46]2[CH:51]=[CH:50][CH:49]=[CH:48][CH:47]=2)=[CH:43][C:40]([CH:41]=O)=[C:39]([N+:52]([O-:54])=[O:53])[CH:38]=1)[CH3:35].O. (4) Given the product [CH3:37][O:36][C:28]1[C:27]([OH:26])=[CH:35][CH:34]=[C:33]2[C:29]=1[CH:30]=[N:31][NH:32]2, predict the reactants needed to synthesize it. The reactants are: C(=O)([O-])[O-].[Cs+].[Cs+].C1(S)C=CC=CC=1.[N+](C1C=CC=CC=1S([O:26][C:27]1[C:28]([O:36][CH3:37])=[C:29]2[C:33](=[CH:34][CH:35]=1)[NH:32][N:31]=[CH:30]2)(=O)=O)([O-])=O.O. (5) Given the product [CH3:10][O:9][C:7]1[CH:6]=[C:5]([C:11]2[C:14]([NH2:15])=[N:19][NH:13][CH:12]=2)[CH:4]=[C:3]([O:2][CH3:1])[CH:8]=1, predict the reactants needed to synthesize it. The reactants are: [CH3:1][O:2][C:3]1[CH:4]=[C:5]([C:11](=[CH:14][N:15](C)C)[C:12]#[N:13])[CH:6]=[C:7]([O:9][CH3:10])[CH:8]=1.O.[NH2:19]N.C(O)(=O)C.C1(C)C=CC=CC=1.